From a dataset of Forward reaction prediction with 1.9M reactions from USPTO patents (1976-2016). Predict the product of the given reaction. (1) Given the reactants [NH2:1][C:2]1[C:22]([Br:23])=[CH:21][C:5]2[C:6]([C:17]([NH:19][CH3:20])=[O:18])=[C:7]([C:9]3[CH:14]=[CH:13][C:12]([C:15]#[N:16])=[CH:11][CH:10]=3)[O:8][C:4]=2[CH:3]=1.[CH3:24][S:25](Cl)(=[O:27])=[O:26], predict the reaction product. The product is: [Br:23][C:22]1[C:2]([NH:1][S:25]([CH3:24])(=[O:27])=[O:26])=[CH:3][C:4]2[O:8][C:7]([C:9]3[CH:10]=[CH:11][C:12]([C:15]#[N:16])=[CH:13][CH:14]=3)=[C:6]([C:17]([NH:19][CH3:20])=[O:18])[C:5]=2[CH:21]=1. (2) Given the reactants [CH3:1][C@H:2](C(O)=O)[C:3]1C=C[C:6]2[CH:9]=[C:10]([O:13]C)[CH:11]=C[C:5]=2[CH:4]=1, predict the reaction product. The product is: [CH3:9][C:10]([CH3:11])=[O:13].[CH3:1][CH2:2][CH2:3][CH2:4][CH2:5][CH3:6]. (3) Given the reactants [F:1][C:2]1[C:7]([O:8][CH3:9])=[CH:6][C:5]([O:10][CH3:11])=[C:4]([F:12])[C:3]=1[N:13]1[CH2:18][C:17]2[CH:19]=[N:20][C:21]3[N:25](S(C4C=CC=CC=4)(=O)=O)[C:24](/[CH:35]=[CH:36]/[C:37]4[CH:42]=[CH:41][CH:40]=[CH:39][N:38]=4)=[CH:23][C:22]=3[C:16]=2[N:15]([CH3:43])[C:14]1=[O:44].[F-].C([N+](CCCC)(CCCC)CCCC)CCC, predict the reaction product. The product is: [F:12][C:4]1[C:5]([O:10][CH3:11])=[CH:6][C:7]([O:8][CH3:9])=[C:2]([F:1])[C:3]=1[N:13]1[CH2:18][C:17]2[CH:19]=[N:20][C:21]3[NH:25][C:24](/[CH:35]=[CH:36]/[C:37]4[CH:42]=[CH:41][CH:40]=[CH:39][N:38]=4)=[CH:23][C:22]=3[C:16]=2[N:15]([CH3:43])[C:14]1=[O:44].